Dataset: Forward reaction prediction with 1.9M reactions from USPTO patents (1976-2016). Task: Predict the product of the given reaction. (1) Given the reactants C([N:8]([C@H:19]([CH3:40])[CH2:20][C:21]1[CH:26]=[CH:25][C:24]([S:27]([C:30]2[CH:39]=[CH:38][C:33]([C:34]([O:36][CH3:37])=[O:35])=[CH:32][CH:31]=2)(=[O:29])=[O:28])=[CH:23][CH:22]=1)[CH2:9][C@@H:10]([C:12]1[CH:13]=[N:14][C:15](Cl)=[CH:16][CH:17]=1)[OH:11])C1C=CC=CC=1.C([O-])=O.[NH4+], predict the reaction product. The product is: [OH:11][C@H:10]([C:12]1[CH:13]=[N:14][CH:15]=[CH:16][CH:17]=1)[CH2:9][NH:8][C@H:19]([CH3:40])[CH2:20][C:21]1[CH:22]=[CH:23][C:24]([S:27]([C:30]2[CH:39]=[CH:38][C:33]([C:34]([O:36][CH3:37])=[O:35])=[CH:32][CH:31]=2)(=[O:29])=[O:28])=[CH:25][CH:26]=1. (2) Given the reactants [S:1]1[CH:5]=[CH:4][CH:3]=[C:2]1[C:6]1[CH:11]=[CH:10][C:9]([OH:12])=[CH:8][CH:7]=1.C(N(CC)CC)C.[CH3:20][S:21](Cl)(=[O:23])=[O:22], predict the reaction product. The product is: [CH3:20][S:21]([O:12][C:9]1[CH:10]=[CH:11][C:6]([C:2]2[S:1][CH:5]=[CH:4][CH:3]=2)=[CH:7][CH:8]=1)(=[O:23])=[O:22]. (3) Given the reactants [N:1]1([C:6]2[CH:29]=[CH:28][C:9]([CH2:10][C:11]3[C:12]([N:23]([CH2:26][CH3:27])[CH2:24][CH3:25])=[N:13][C:14]4[C:19]([C:20]=3[Cl:21])=[CH:18][C:17](Br)=[CH:16][CH:15]=4)=[CH:8][CH:7]=2)[CH:5]=[CH:4][CH:3]=[N:2]1.[CH3:30][N:31]1[C:35]([C:36]([C:38]2[CH:39]=[N:40][C:41]([C:44]([F:47])([F:46])[F:45])=[CH:42][CH:43]=2)=[O:37])=[CH:34][N:33]=[CH:32]1.[Li]CCCC, predict the reaction product. The product is: [N:1]1([C:6]2[CH:29]=[CH:28][C:9]([CH2:10][C:11]3[C:12]([N:23]([CH2:26][CH3:27])[CH2:24][CH3:25])=[N:13][C:14]4[C:19]([C:20]=3[Cl:21])=[CH:18][C:17]([C:36]([C:35]3[N:31]([CH3:30])[CH:32]=[N:33][CH:34]=3)([C:38]3[CH:39]=[N:40][C:41]([C:44]([F:46])([F:45])[F:47])=[CH:42][CH:43]=3)[OH:37])=[CH:16][CH:15]=4)=[CH:8][CH:7]=2)[CH:5]=[CH:4][CH:3]=[N:2]1. (4) Given the reactants C([O:3][C:4](=[O:31])[CH2:5][N:6]1[C:14]2[C:9](=[CH:10][CH:11]=[C:12]([O:15][CH2:16][C:17]3[N:18]([CH3:30])[N:19]=[C:20]([C:23]4[CH:28]=[CH:27][C:26]([Cl:29])=[CH:25][CH:24]=4)[C:21]=3[CH3:22])[CH:13]=2)[CH:8]=[CH:7]1)C.[Li+].[OH-], predict the reaction product. The product is: [Cl:29][C:26]1[CH:27]=[CH:28][C:23]([C:20]2[C:21]([CH3:22])=[C:17]([CH2:16][O:15][C:12]3[CH:13]=[C:14]4[C:9]([CH:8]=[CH:7][N:6]4[CH2:5][C:4]([OH:31])=[O:3])=[CH:10][CH:11]=3)[N:18]([CH3:30])[N:19]=2)=[CH:24][CH:25]=1.